This data is from CYP2C19 inhibition data for predicting drug metabolism from PubChem BioAssay. The task is: Regression/Classification. Given a drug SMILES string, predict its absorption, distribution, metabolism, or excretion properties. Task type varies by dataset: regression for continuous measurements (e.g., permeability, clearance, half-life) or binary classification for categorical outcomes (e.g., BBB penetration, CYP inhibition). Dataset: cyp2c19_veith. (1) The molecule is FC(F)(F)c1ccccc1-c1nc(NCc2cccs2)c2ccccc2n1. The result is 1 (inhibitor). (2) The compound is CN(C)c1ncc2nc(-c3ccccc3)c(=O)n(-c3ccccc3)c2n1. The result is 0 (non-inhibitor). (3) The drug is C=CCn1c(SCc2ccc(C(=O)Nc3ccccc3)cc2)nnc1-c1ccccc1. The result is 1 (inhibitor). (4) The compound is Cc1ccc(NC(=O)c2cc([N+](=O)[O-])ccc2NCc2cccnc2)cc1Cl. The result is 1 (inhibitor).